From a dataset of Full USPTO retrosynthesis dataset with 1.9M reactions from patents (1976-2016). Predict the reactants needed to synthesize the given product. The reactants are: [N+:1]([C:4]1[CH:5]=[N:6][NH:7][CH:8]=1)([O-:3])=[O:2].[CH:9]1([CH2:12]Br)[CH2:11][CH2:10]1.C(=O)([O-])[O-].[K+].[K+]. Given the product [CH:9]1([CH2:12][N:6]2[CH:5]=[C:4]([N+:1]([O-:3])=[O:2])[CH:8]=[N:7]2)[CH2:11][CH2:10]1, predict the reactants needed to synthesize it.